Dataset: Reaction yield outcomes from USPTO patents with 853,638 reactions. Task: Predict the reaction yield, written as a fraction of the theoretical maximum amount of product (1.0 means a 100% yield; for example, 0.34 means a 34% yield). (1) The reactants are [H-].[Na+].[C:3]([C:5]1[CH:10]=[CH:9][C:8]([CH2:11][CH2:12][C:13]([O:15][CH2:16][CH3:17])=[O:14])=[CH:7][CH:6]=1)#[N:4].[CH:18](OCC)=[O:19].C(O)(=O)C. The catalyst is COCCOC.CC(=O)OCC. The product is [C:3]([C:5]1[CH:10]=[CH:9][C:8]([CH2:11][CH:12]([CH:18]=[O:19])[C:13]([O:15][CH2:16][CH3:17])=[O:14])=[CH:7][CH:6]=1)#[N:4]. The yield is 0.820. (2) The reactants are [CH:1]1([S:4]([NH2:7])(=[O:6])=[O:5])[CH2:3][CH2:2]1.[H-].[Na+].[Cl:10][C:11]1[CH:12]=[C:13]2[C:18](=[C:19]([C:21](O)=[O:22])[CH:20]=1)[NH:17][CH:16]([C:24]1[CH:29]=[CH:28][CH:27]=[C:26]([NH:30][C:31]([C:33]3[CH:38]=[N:37][CH:36]=[CH:35][N:34]=3)=[O:32])[CH:25]=1)[C:15]([CH3:40])([CH3:39])[CH2:14]2.C(N1C=CN=C1)(N1C=CN=C1)=O. The product is [Cl:10][C:11]1[CH:12]=[C:13]2[C:18](=[C:19]([C:21]([NH:7][S:4]([CH:1]3[CH2:3][CH2:2]3)(=[O:6])=[O:5])=[O:22])[CH:20]=1)[NH:17][CH:16]([C:24]1[CH:25]=[C:26]([NH:30][C:31]([C:33]3[CH:38]=[N:37][CH:36]=[CH:35][N:34]=3)=[O:32])[CH:27]=[CH:28][CH:29]=1)[C:15]([CH3:40])([CH3:39])[CH2:14]2. The catalyst is CN(C)C=O. The yield is 0.490.